From a dataset of Full USPTO retrosynthesis dataset with 1.9M reactions from patents (1976-2016). Predict the reactants needed to synthesize the given product. (1) Given the product [F:29][C:26]1[CH:25]=[CH:24][C:23]2[C:28](=[C:20]3[N:19]=[C:18]([C:15]4[CH:14]=[CH:13][C:12]([C:8]5([NH2:7])[CH2:9][CH2:10][CH2:11]5)=[CH:17][CH:16]=4)[C:31]([C:32]4[CH:33]=[CH:34][CH:35]=[CH:36][CH:37]=4)=[CH:30][N:21]3[N:22]=2)[CH:27]=1, predict the reactants needed to synthesize it. The reactants are: C(OC(=O)[NH:7][C:8]1([C:12]2[CH:17]=[CH:16][C:15]([C:18]3[C:31]([C:32]4[CH:37]=[CH:36][CH:35]=[CH:34][CH:33]=4)=[CH:30][N:21]4[N:22]=[C:23]5[C:28]([CH:27]=[C:26]([F:29])[CH:25]=[CH:24]5)=[C:20]4[N:19]=3)=[CH:14][CH:13]=2)[CH2:11][CH2:10][CH2:9]1)(C)(C)C.Cl. (2) Given the product [N:14]1[CH:15]=[CH:16][CH:17]=[CH:18][C:13]=1[C:12]1[CH:11]=[C:10]2[C:5]([CH:6]=[CH:7][N:8]=[CH:9]2)=[CH:4][C:3]=1[OH:2], predict the reactants needed to synthesize it. The reactants are: C[O:2][C:3]1[CH:4]=[C:5]2[C:10](=[CH:11][C:12]=1[C:13]1[CH:18]=[CH:17][CH:16]=[CH:15][N:14]=1)[CH:9]=[N:8][CH:7]=[CH:6]2.C[S-].[Na+]. (3) Given the product [NH2:14][CH2:12][C@H:10]([C@H:9]1[C@H:4]2[C@H:5]([O:6][C:2]([CH3:13])([CH3:1])[O:3]2)[CH:7]=[CH:8]1)[OH:11], predict the reactants needed to synthesize it. The reactants are: [CH3:1][C:2]1([CH3:13])[O:6][C@@H:5]2[CH:7]=[CH:8][C@@H:9]([C@H:10]3[CH2:12][O:11]3)[C@@H:4]2[O:3]1.[NH3:14]. (4) Given the product [CH:1]([O:4][C:5]1[CH:6]=[CH:7][C:8]([C:11]2[N:15]([CH3:16])[N:14]=[CH:13][C:12]=2[CH2:17][N:30]([CH3:31])[CH2:29][CH2:28][N:20]([CH3:19])[C:21](=[O:27])[O:22][C:23]([CH3:24])([CH3:25])[CH3:26])=[CH:9][CH:10]=1)([CH3:2])[CH3:3], predict the reactants needed to synthesize it. The reactants are: [CH:1]([O:4][C:5]1[CH:10]=[CH:9][C:8]([C:11]2[N:15]([CH3:16])[N:14]=[CH:13][C:12]=2[CH:17]=O)=[CH:7][CH:6]=1)([CH3:3])[CH3:2].[CH3:19][N:20]([CH2:28][CH2:29][NH:30][CH3:31])[C:21](=[O:27])[O:22][C:23]([CH3:26])([CH3:25])[CH3:24].[BH3-]C#N.[Na+].O. (5) Given the product [CH3:13][O:14][C:15]1[CH:16]=[CH:17][C:18]([N:21]2[C:30]3[C:25](=[CH:26][C:27]([F:32])=[C:28]([N:1]4[CH2:5][CH2:4][CH2:3][CH2:2]4)[CH:29]=3)[C:24](=[O:33])[N:23]([O:34][CH2:35][C:36]3[CH:37]=[CH:38][CH:39]=[CH:40][CH:41]=3)[C:22]2=[O:42])=[CH:19][CH:20]=1, predict the reactants needed to synthesize it. The reactants are: [NH:1]1[CH2:5][CH2:4][CH2:3][CH2:2]1.C(N(CC)CC)C.[CH3:13][O:14][C:15]1[CH:20]=[CH:19][C:18]([N:21]2[C:30]3[C:25](=[CH:26][C:27]([F:32])=[C:28](F)[CH:29]=3)[C:24](=[O:33])[N:23]([O:34][CH2:35][C:36]3[CH:41]=[CH:40][CH:39]=[CH:38][CH:37]=3)[C:22]2=[O:42])=[CH:17][CH:16]=1.